This data is from Catalyst prediction with 721,799 reactions and 888 catalyst types from USPTO. The task is: Predict which catalyst facilitates the given reaction. (1) Reactant: [Cl:1][C:2]1[CH:24]=[C:23]([Cl:25])[CH:22]=[CH:21][C:3]=1[C:4]([NH:6][C:7]1[C:16]2[C:11](=[CH:12][CH:13]=[CH:14][CH:15]=2)[C:10]([S:17](Cl)(=[O:19])=[O:18])=[CH:9][CH:8]=1)=[O:5].[N:26]([CH:29]([CH3:31])C)=[C:27]=[O:28]. Product: [C:27]([N:26]1[CH2:29][CH2:31][CH:4]([NH:6][S:17]([C:10]2[C:11]3[C:16](=[CH:15][CH:14]=[CH:13][CH:12]=3)[C:7]([NH:6][C:4](=[O:5])[C:3]3[CH:21]=[CH:22][C:23]([Cl:25])=[CH:24][C:2]=3[Cl:1])=[CH:8][CH:9]=2)(=[O:19])=[O:18])[CH2:3][CH2:2]1)(=[O:28])[CH2:8][CH2:7][CH3:16]. The catalyst class is: 66. (2) Reactant: Br[C:2]1[CH:3]=[CH:4][C:5]([N:8]2[CH2:13][CH2:12][CH:11]([CH2:14][O:15][C:16]3[CH:17]=[C:18]([CH:23]=[CH:24][CH:25]=3)[C:19]([O:21][CH3:22])=[O:20])[CH2:10][CH2:9]2)=[N:6][CH:7]=1.[B:26]1(B2OC(C)(C)C(C)(C)O2)[O:30]C(C)(C)C(C)(C)[O:27]1.C([O-])(=O)C.[K+]. Product: [CH3:22][O:21][C:19]([C:18]1[CH:17]=[C:16]([CH:25]=[CH:24][CH:23]=1)[O:15][CH2:14][CH:11]1[CH2:12][CH2:13][N:8]([C:5]2[N:6]=[CH:7][C:2]([B:26]([OH:30])[OH:27])=[CH:3][CH:4]=2)[CH2:9][CH2:10]1)=[O:20]. The catalyst class is: 12. (3) Reactant: Cl[C:2]1[N:3]=[N+:4]([O-:15])[C:5]([S:8][CH:9]2[CH2:14][CH2:13][CH2:12][CH2:11][CH2:10]2)=[CH:6][CH:7]=1.[C:16]1([SH:22])[CH:21]=[CH:20][CH:19]=[CH:18][CH:17]=1.C(=O)([O-])[O-].[K+].[K+].O. Product: [CH:9]1([S:8][C:5]2[N+:4]([O-:15])=[N:3][C:2]([S:22][C:16]3[CH:21]=[CH:20][CH:19]=[CH:18][CH:17]=3)=[CH:7][CH:6]=2)[CH2:14][CH2:13][CH2:12][CH2:11][CH2:10]1. The catalyst class is: 16. (4) Reactant: [C:1]([C:5]1[CH:9]=[C:8]([NH:10][C:11]([NH:13][C:14]2[C:23]3[C:18](=[CH:19][CH:20]=[CH:21][CH:22]=3)[C:17]([O:24][C:25]3[CH:30]=[CH:29][N:28]=[C:27](Cl)[N:26]=3)=[CH:16][CH:15]=2)=[O:12])[N:7]([C:32]2[CH:33]=[N:34][C:35]([O:38][CH3:39])=[CH:36][CH:37]=2)[N:6]=1)([CH3:4])([CH3:3])[CH3:2].[C:40]([C:42]1[CH:43]=[C:44]([CH:46]=[CH:47][CH:48]=1)[NH2:45])#[CH:41].C([O-])(O)=O.[Na+]. Product: [C:1]([C:5]1[CH:9]=[C:8]([NH:10][C:11]([NH:13][C:14]2[C:23]3[C:18](=[CH:19][CH:20]=[CH:21][CH:22]=3)[C:17]([O:24][C:25]3[CH:30]=[CH:29][N:28]=[C:27]([NH:45][C:44]4[CH:46]=[CH:47][CH:48]=[C:42]([C:40]#[CH:41])[CH:43]=4)[N:26]=3)=[CH:16][CH:15]=2)=[O:12])[N:7]([C:32]2[CH:33]=[N:34][C:35]([O:38][CH3:39])=[CH:36][CH:37]=2)[N:6]=1)([CH3:4])([CH3:3])[CH3:2]. The catalyst class is: 3. (5) The catalyst class is: 7. Product: [CH3:1][O:2][C:3]1[CH:9]=[C:8]([O:10][C:11]2[C:12]3[N:19]([CH3:20])[CH:18]=[CH:17][C:13]=3[N:14]=[CH:15][N:16]=2)[CH:7]=[CH:6][C:4]=1[NH:5][C:37]([NH:36][C:32]1[CH:33]=[CH:34][CH:35]=[C:30]([C:29]([F:28])([F:39])[F:40])[CH:31]=1)=[O:38]. Reactant: [CH3:1][O:2][C:3]1[CH:9]=[C:8]([O:10][C:11]2[C:12]3[N:19]([CH3:20])[CH:18]=[CH:17][C:13]=3[N:14]=[CH:15][N:16]=2)[CH:7]=[CH:6][C:4]=1[NH2:5].C(N(CC)CC)C.[F:28][C:29]([F:40])([F:39])[C:30]1[CH:31]=[C:32]([N:36]=[C:37]=[O:38])[CH:33]=[CH:34][CH:35]=1. (6) Reactant: Cl[C:2]1[N:7]=[C:6]([NH:8][CH2:9][CH2:10][NH:11][C:12]2[CH:19]=[CH:18][C:15]([C:16]#[N:17])=[CH:14][N:13]=2)[N:5]2[N:20]=[CH:21][N:22]=[C:4]2[CH:3]=1.[Cl:23][C:24]1[CH:29]=[C:28]([Cl:30])[CH:27]=[CH:26][C:25]=1B(O)O.C(=O)([O-])[O-].[Na+].[Na+]. Product: [Cl:23][C:24]1[CH:29]=[C:28]([Cl:30])[CH:27]=[CH:26][C:25]=1[C:2]1[N:7]=[C:6]([NH:8][CH2:9][CH2:10][NH:11][C:12]2[CH:19]=[CH:18][C:15]([C:16]#[N:17])=[CH:14][N:13]=2)[N:5]2[N:20]=[CH:21][N:22]=[C:4]2[CH:3]=1. The catalyst class is: 203. (7) Reactant: [CH3:1][C:2]([S:5](/[N:7]=[CH:8]/[C:9]1[CH:14]=[CH:13][C:12]([O:15][CH2:16][C:17]([F:20])([F:19])[F:18])=[CH:11][N:10]=1)=O)([CH3:4])[CH3:3].[CH:21]([Mg]Br)=[CH2:22]. Product: [C:2]([S:5][NH:7][C@@H:8]([C:9]1[CH:14]=[CH:13][C:12]([O:15][CH2:16][C:17]([F:20])([F:19])[F:18])=[CH:11][N:10]=1)[CH:21]=[CH2:22])([CH3:4])([CH3:3])[CH3:1]. The catalyst class is: 7. (8) Reactant: [Br:1][C:2]1[CH:11]=[CH:10][CH:9]=[C:8]2[C:3]=1[CH2:4][CH2:5][C:6](=[O:12])[NH:7]2.[CH3:13][Si]([N-][Si](C)(C)C)(C)C.[K+].CI.O. Product: [Br:1][C:2]1[CH:11]=[CH:10][CH:9]=[C:8]2[C:3]=1[CH2:4][CH2:5][C:6](=[O:12])[N:7]2[CH3:13]. The catalyst class is: 1. (9) Reactant: [C:1]([OH:6])(=[O:5])[CH:2]([CH3:4])[OH:3].[C:7]([O-])(=[O:10])[CH:8]=C. Product: [C:7]([O:3][CH:2]([CH3:4])[C:1]([OH:6])=[O:5])(=[O:10])[CH3:8]. The catalyst class is: 15.